Dataset: Forward reaction prediction with 1.9M reactions from USPTO patents (1976-2016). Task: Predict the product of the given reaction. (1) Given the reactants [Br:1][C:2]1[CH:7]=[CH:6][C:5]([NH:8][C:9](=[O:11])[CH3:10])=[CH:4][C:3]=1[OH:12].Cl.Cl[CH2:15][CH2:16][N:17]1[CH2:22][CH2:21][CH2:20][CH2:19][CH2:18]1, predict the reaction product. The product is: [Br:1][C:2]1[CH:7]=[CH:6][C:5]([NH:8][C:9](=[O:11])[CH3:10])=[CH:4][C:3]=1[O:12][CH2:15][CH2:16][N:17]1[CH2:22][CH2:21][CH2:20][CH2:19][CH2:18]1. (2) The product is: [CH3:28][S:29]([O:1][CH2:2][C:3]1([OH:27])[CH2:4][CH2:5][N:6]([C:9]2[CH:14]=[CH:13][C:12]([N:15]3[CH2:19][C@H:18]([CH2:20][NH:21][C:22](=[O:24])[CH3:23])[O:17][C:16]3=[O:25])=[CH:11][C:10]=2[F:26])[CH2:7][CH2:8]1)(=[O:31])=[O:30]. Given the reactants [OH:1][CH2:2][C:3]1([OH:27])[CH2:8][CH2:7][N:6]([C:9]2[CH:14]=[CH:13][C:12]([N:15]3[CH2:19][C@H:18]([CH2:20][NH:21][C:22](=[O:24])[CH3:23])[O:17][C:16]3=[O:25])=[CH:11][C:10]=2[F:26])[CH2:5][CH2:4]1.[CH3:28][S:29](Cl)(=[O:31])=[O:30].C(N(CC)CC)C, predict the reaction product. (3) Given the reactants C(O[C:6]([C:8]1[N:9]=[CH:10][C:11]2[C:16]([C:17]=1[OH:18])=[CH:15][CH:14]=[C:13]([S:19]([C:22]1[CH:27]=[CH:26][CH:25]=[CH:24][CH:23]=1)(=[O:21])=[O:20])[CH:12]=2)=[O:7])CCC.[NH2:28][C@H:29]([C:31]([OH:33])=[O:32])[CH3:30], predict the reaction product. The product is: [C:22]1([S:19]([C:13]2[CH:12]=[C:11]3[C:16]([C:17]([OH:18])=[C:8]([C:6]([NH:28][C@@H:29]([CH3:30])[C:31]([OH:33])=[O:32])=[O:7])[N:9]=[CH:10]3)=[CH:15][CH:14]=2)(=[O:20])=[O:21])[CH:23]=[CH:24][CH:25]=[CH:26][CH:27]=1. (4) Given the reactants [CH2:1]([N:3]1[C:7]2=[N:8][C:9]([CH2:48][CH3:49])=[C:10]([CH2:19][NH:20][C:21]([C:23]3[CH:28]=[C:27]([CH3:29])[CH:26]=[C:25]([C:30]([NH:32][CH2:33][C:34]4[CH:35]=[C:36]([C:40]5[CH:45]=[CH:44][CH:43]=[C:42](C=O)[CH:41]=5)[CH:37]=[CH:38][CH:39]=4)=[O:31])[CH:24]=3)=[O:22])[C:11]([NH:12][CH:13]3[CH2:18][CH2:17][O:16][CH2:15][CH2:14]3)=[C:6]2[CH:5]=[N:4]1)[CH3:2].[CH3:50][N:51]1[CH2:57][CH2:56][CH2:55][NH:54][CH2:53][CH2:52]1.[C:58](O)(=O)C.C(O[BH-](OC(=O)C)OC(=O)C)(=O)C, predict the reaction product. The product is: [CH2:1]([N:3]1[C:7]2=[N:8][C:9]([CH2:48][CH3:49])=[C:10]([CH2:19][NH:20][C:21]([C:23]3[CH:28]=[C:27]([CH3:29])[CH:26]=[C:25]([C:30]([NH:32][CH2:33][C:34]4[CH:35]=[C:36]([C:40]5[CH:45]=[CH:44][CH:43]=[C:42]([CH2:50][N:51]6[CH2:57][CH2:56][CH2:55][N:54]([CH3:58])[CH2:53][CH2:52]6)[CH:41]=5)[CH:37]=[CH:38][CH:39]=4)=[O:31])[CH:24]=3)=[O:22])[C:11]([NH:12][CH:13]3[CH2:18][CH2:17][O:16][CH2:15][CH2:14]3)=[C:6]2[CH:5]=[N:4]1)[CH3:2]. (5) The product is: [CH2:1]([O:8][C:9]1[C:10]([F:33])=[CH:11][C:12]([C:16]2[O:17][C:18]3[CH:24]=[C:23]([O:25][CH2:26][C@@H:27]([NH:29][C:30](=[O:32])[CH3:31])[CH3:28])[CH:22]=[CH:21][C:19]=3[N:20]=2)=[CH:13][C:14]=1[F:15])[CH3:2]. Given the reactants [CH2:1]([O:8][C:9]1[C:14]([F:15])=[CH:13][C:12]([C:16]2[O:17][C:18]3[CH:24]=[C:23]([O:25][CH2:26][C@@H:27]([NH:29][C:30](=[O:32])[CH3:31])[CH3:28])[CH:22]=[CH:21][C:19]=3[N:20]=2)=[CH:11][C:10]=1[F:33])[C:2]1C=CC=CC=1.ICC, predict the reaction product. (6) The product is: [C:1]1([C:7]2[N:12]3[N:13]=[C:14]([NH:16][CH:18]4[CH2:23][CH2:22][CH:21]([C:24]([O:26][CH2:27][CH3:28])=[O:25])[CH2:20][CH2:19]4)[N:15]=[C:11]3[CH:10]=[CH:9][CH:8]=2)[CH:2]=[CH:3][CH:4]=[CH:5][CH:6]=1. Given the reactants [C:1]1([C:7]2[N:12]3[N:13]=[C:14]([NH2:16])[N:15]=[C:11]3[CH:10]=[CH:9][CH:8]=2)[CH:6]=[CH:5][CH:4]=[CH:3][CH:2]=1.O=[C:18]1[CH2:23][CH2:22][CH:21]([C:24]([O:26][CH2:27][CH3:28])=[O:25])[CH2:20][CH2:19]1.C(O[BH-](OC(=O)C)OC(=O)C)(=O)C.[Na+].C(O)(=O)C, predict the reaction product. (7) Given the reactants [C:1]([NH:4][C:5]1[CH:10]=[C:9]([Cl:11])[C:8]([O:12][CH3:13])=[CH:7][C:6]=1/[CH:14]=[CH:15]/[C:16]([OH:18])=O)(=[O:3])[CH3:2].[F:19][C:20]1[CH:35]=[CH:34][C:23]([CH2:24][N:25]2[CH2:32][CH:31]3[NH:33][CH:27]([CH2:28][O:29][CH2:30]3)[CH2:26]2)=[CH:22][CH:21]=1, predict the reaction product. The product is: [Cl:11][C:9]1[C:8]([O:12][CH3:13])=[CH:7][C:6](/[CH:14]=[CH:15]/[C:16]([N:33]2[CH:27]3[CH2:26][N:25]([CH2:24][C:23]4[CH:34]=[CH:35][C:20]([F:19])=[CH:21][CH:22]=4)[CH2:32][CH:31]2[CH2:30][O:29][CH2:28]3)=[O:18])=[C:5]([NH:4][C:1](=[O:3])[CH3:2])[CH:10]=1.